This data is from Reaction yield outcomes from USPTO patents with 853,638 reactions. The task is: Predict the reaction yield, written as a fraction of the theoretical maximum amount of product (1.0 means a 100% yield; for example, 0.34 means a 34% yield). (1) The reactants are Cl[C:2]1[C:7]([C:8]2[CH:13]=[CH:12][CH:11]=[CH:10][CH:9]=2)=[CH:6][C:5]([N+:14]([O-])=O)=[CH:4][N:3]=1.CC([O-])=O.[K+]. The catalyst is C(O)C. The product is [C:8]1([C:7]2[CH:6]=[C:5]([NH2:14])[CH:4]=[N:3][CH:2]=2)[CH:9]=[CH:10][CH:11]=[CH:12][CH:13]=1. The yield is 0.690. (2) The reactants are [P:1](Cl)([O:6][CH2:7][CH3:8])([O:3][CH2:4][CH3:5])=[O:2].[C:10]([C:14]1[CH:19]=[CH:18][C:17]([N:20]2[C:28]3[C:23](=[CH:24][CH:25]=[CH:26][CH:27]=3)[C:22]([CH:29]=[O:30])=[C:21]2[N:31]2[CH2:36][CH2:35][N:34]([CH2:37][CH2:38][OH:39])[CH2:33][CH2:32]2)=[CH:16][CH:15]=1)([CH3:13])([CH3:12])[CH3:11].C(N(CC)CC)C.O. The catalyst is O1CCCC1. The product is [CH2:4]([O:3][P:1](=[O:2])([O:6][CH2:7][CH3:8])[O:39][CH2:38][CH2:37][N:34]1[CH2:35][CH2:36][N:31]([C:21]2[N:20]([C:17]3[CH:18]=[CH:19][C:14]([C:10]([CH3:13])([CH3:11])[CH3:12])=[CH:15][CH:16]=3)[C:28]3[C:23]([C:22]=2[CH:29]=[O:30])=[CH:24][CH:25]=[CH:26][CH:27]=3)[CH2:32][CH2:33]1)[CH3:5]. The yield is 0.680. (3) The reactants are [Na].[N+:2]([C:5]1[CH:10]=[CH:9][C:8]([OH:11])=[CH:7][CH:6]=1)([O-:4])=[O:3].C1(C)C=CC=CC=1.[O:19]1[CH:21]([CH2:22][CH2:23][CH2:24][CH2:25][CH2:26][CH2:27][CH2:28][CH3:29])[CH2:20]1. The catalyst is O.S([O-])([O-])(=O)=O.C([N+](CCCC)(CCCC)CCCC)CCC.C([N+](CCCC)(CCCC)CCCC)CCC. The product is [OH:19][CH:21]([CH2:22][CH2:23][CH2:24][CH2:25][CH2:26][CH2:27][CH2:28][CH3:29])[CH2:20][O:11][C:8]1[CH:9]=[CH:10][C:5]([N+:2]([O-:4])=[O:3])=[CH:6][CH:7]=1. The yield is 0.390. (4) The reactants are C([O-])(O)=O.[Na+].[CH3:6][O:7][CH2:8][CH2:9][O:10][CH2:11][C:12]([C:15]1[CH:20]=[CH:19][C:18]([NH2:21])=[CH:17][C:16]=1[N+:22]([O-:24])=[O:23])([CH3:14])[CH3:13].[C:25](Cl)(=[O:27])[CH3:26].O. The catalyst is ClCCl. The product is [CH3:6][O:7][CH2:8][CH2:9][O:10][CH2:11][C:12]([C:15]1[CH:20]=[CH:19][C:18]([NH:21][C:25](=[O:27])[CH3:26])=[CH:17][C:16]=1[N+:22]([O-:24])=[O:23])([CH3:14])[CH3:13]. The yield is 0.870. (5) The reactants are [Cl:1][C:2]1[N:3]=[C:4]([C:9]([NH:11][CH:12]2[CH2:15][N:14]([C:16]3[S:17][C:18]([C:22]([O:24]CC)=[O:23])=[C:19]([CH3:21])[N:20]=3)[CH2:13]2)=[O:10])[NH:5][C:6]=1[CH2:7][CH3:8].[OH-].[Li+].C1COCC1.O. The catalyst is CO. The product is [Cl:1][C:2]1[N:3]=[C:4]([C:9]([NH:11][CH:12]2[CH2:13][N:14]([C:16]3[S:17][C:18]([C:22]([OH:24])=[O:23])=[C:19]([CH3:21])[N:20]=3)[CH2:15]2)=[O:10])[NH:5][C:6]=1[CH2:7][CH3:8]. The yield is 0.910. (6) The reactants are N[C:2]1[C:10]2[C:5](=[N:6][C:7]([CH:31]([CH3:33])[CH3:32])=[CH:8][C:9]=2[C:11]2[CH:16]=[CH:15][C:14]([NH:17][C:18]([NH:20][C:21]3[CH:26]=[CH:25][CH:24]=[C:23]([C:27]([F:30])([F:29])[F:28])[CH:22]=3)=[O:19])=[CH:13][CH:12]=2)[N:4]([CH3:34])[N:3]=1.S(=O)(=O)(O)O.N([O-])=O.[Na+]. No catalyst specified. The product is [CH:31]([C:7]1[N:6]=[C:5]2[N:4]([CH3:34])[N:3]=[CH:2][C:10]2=[C:9]([C:11]2[CH:12]=[CH:13][C:14]([NH:17][C:18]([NH:20][C:21]3[CH:26]=[CH:25][CH:24]=[C:23]([C:27]([F:28])([F:29])[F:30])[CH:22]=3)=[O:19])=[CH:15][CH:16]=2)[CH:8]=1)([CH3:33])[CH3:32]. The yield is 0.120.